This data is from Catalyst prediction with 721,799 reactions and 888 catalyst types from USPTO. The task is: Predict which catalyst facilitates the given reaction. (1) Reactant: C([O:4][C@H:5]1[C@H:10]([O:11]C(=O)C)[C@@H:9]([O:15]C(=O)C)[C@H:8]([C:19]2[CH:24]=[CH:23][C:22]([Cl:25])=[C:21]([CH2:26][C:27]3[CH:32]=[CH:31][C:30]([C:33](=[O:35])[CH3:34])=[CH:29][CH:28]=3)[CH:20]=2)[O:7][C@@H:6]1[CH2:36][O:37]C(=O)C)(=O)C.O.[OH-].[Li+]. Product: [Cl:25][C:22]1[CH:23]=[CH:24][C:19]([C@H:8]2[C@H:9]([OH:15])[C@@H:10]([OH:11])[C@H:5]([OH:4])[C@@H:6]([CH2:36][OH:37])[O:7]2)=[CH:20][C:21]=1[CH2:26][C:27]1[CH:32]=[CH:31][C:30]([C:33](=[O:35])[CH3:34])=[CH:29][CH:28]=1. The catalyst class is: 193. (2) Reactant: [N:1]([CH2:4][CH2:5][C:6]1[N:7]([CH:27]([C:34]2[CH:39]=[CH:38][CH:37]=[CH:36][CH:35]=2)[C:28]2[CH:33]=[CH:32][CH:31]=[CH:30][CH:29]=2)[C:8]2[C:13]([C:14]=1[CH2:15][CH2:16][O:17][C:18]1[CH:25]=[CH:24][C:21]([CH:22]=O)=[CH:20][CH:19]=1)=[CH:12][C:11]([Cl:26])=[CH:10][CH:9]=2)=[N+:2]=[N-:3].[S:40]1[CH2:44][C:43](=[O:45])[NH:42][C:41]1=[O:46].N1CCCCC1. Product: [N:1]([CH2:4][CH2:5][C:6]1[N:7]([CH:27]([C:28]2[CH:29]=[CH:30][CH:31]=[CH:32][CH:33]=2)[C:34]2[CH:35]=[CH:36][CH:37]=[CH:38][CH:39]=2)[C:8]2[C:13]([C:14]=1[CH2:15][CH2:16][O:17][C:18]1[CH:25]=[CH:24][C:21]([CH:22]=[C:44]3[S:40][C:41](=[O:46])[NH:42][C:43]3=[O:45])=[CH:20][CH:19]=1)=[CH:12][C:11]([Cl:26])=[CH:10][CH:9]=2)=[N+:2]=[N-:3]. The catalyst class is: 14. (3) Reactant: Br[C:2]1[C:3]([C:8]2[C:9]([F:27])=[C:10]([NH:15][S:16]([C:19]3[CH:24]=[C:23]([F:25])[CH:22]=[CH:21][C:20]=3[F:26])(=[O:18])=[O:17])[CH:11]=[CH:12][C:13]=2[F:14])=[N:4][N:5]([CH3:7])[CH:6]=1.CC1(C)C(C)(C)OB([C:36]2[CH:41]=[CH:40][N:39]=[CH:38][CH:37]=2)O1.C(=O)([O-])[O-].[Na+].[Na+]. Product: [CH3:7][N:5]1[CH:6]=[C:2]([C:36]2[CH:41]=[CH:40][N:39]=[CH:38][CH:37]=2)[C:3]([C:8]2[C:9]([F:27])=[C:10]([NH:15][S:16]([C:19]3[CH:24]=[C:23]([F:25])[CH:22]=[CH:21][C:20]=3[F:26])(=[O:18])=[O:17])[CH:11]=[CH:12][C:13]=2[F:14])=[N:4]1. The catalyst class is: 564. (4) Reactant: C[O:2][C:3]1[CH:4]=[C:5]([C:9]#[C:10][C:11]2[N:19]([CH3:20])[C:18]3[C:17](=[O:21])[N:16]([CH2:22][C:23]#[CH:24])[C:15](=[O:25])[N:14]([CH3:26])[C:13]=3[N:12]=2)[CH:6]=[CH:7][CH:8]=1.B(Br)(Br)Br. Product: [OH:2][C:3]1[CH:4]=[C:5]([C:9]#[C:10][C:11]2[N:19]([CH3:20])[C:18]3[C:17](=[O:21])[N:16]([CH2:22][C:23]#[CH:24])[C:15](=[O:25])[N:14]([CH3:26])[C:13]=3[N:12]=2)[CH:6]=[CH:7][CH:8]=1. The catalyst class is: 4.